Predict the product of the given reaction. From a dataset of Forward reaction prediction with 1.9M reactions from USPTO patents (1976-2016). (1) Given the reactants [F:1][C:2]1[CH:3]=[C:4]2[C:8](=[CH:9][C:10]=1[F:11])[N:7](S(C1C=CC(C)=CC=1)(=O)=O)[CH:6]=[C:5]2[C@@H:22]1[CH2:24][C@H:23]1[CH:25]=O.[CH3:27][NH:28][CH3:29].C(O[BH-](OC(=O)C)OC(=O)C)(=O)C.[Na+], predict the reaction product. The product is: [F:1][C:2]1[CH:3]=[C:4]2[C:8](=[CH:9][C:10]=1[F:11])[NH:7][CH:6]=[C:5]2[CH:22]1[CH2:24][CH:23]1[CH2:25][N:28]([CH3:29])[CH3:27]. (2) Given the reactants Cl.[CH:2]([N:5]1[C:13]2[C:8](=[CH:9][C:10]([O:14][CH:15]3[CH2:20][CH2:19][N:18]([CH:21]([CH3:23])[CH3:22])[CH2:17][CH2:16]3)=[CH:11][CH:12]=2)[CH:7]=[C:6]1[C:24]([N:26]1[CH2:31][CH2:30][NH:29][CH2:28][CH2:27]1)=[O:25])([CH3:4])[CH3:3].Cl[C:33]([O:35][CH3:36])=[O:34], predict the reaction product. The product is: [CH3:36][O:35][C:33]([N:29]1[CH2:28][CH2:27][N:26]([C:24]([C:6]2[N:5]([CH:2]([CH3:3])[CH3:4])[C:13]3[C:8]([CH:7]=2)=[CH:9][C:10]([O:14][CH:15]2[CH2:20][CH2:19][N:18]([CH:21]([CH3:23])[CH3:22])[CH2:17][CH2:16]2)=[CH:11][CH:12]=3)=[O:25])[CH2:31][CH2:30]1)=[O:34]. (3) Given the reactants C([O:3][C:4](=[O:27])[CH2:5][CH2:6][CH2:7][CH2:8][O:9][C:10]1[CH:19]=[CH:18][C:17]2[C:12](=[CH:13][CH:14]=[C:15]([C:20]3[N:21]=[N:22][NH:23][C:24]=3[C:25]#[N:26])[CH:16]=2)[CH:11]=1)C.[O-]S([O-])(=O)=O.[Mg+2], predict the reaction product. The product is: [C:25]([C:24]1[NH:23][N:22]=[N:21][C:20]=1[C:15]1[CH:16]=[C:17]2[C:12](=[CH:13][CH:14]=1)[CH:11]=[C:10]([O:9][CH2:8][CH2:7][CH2:6][CH2:5][C:4]([OH:27])=[O:3])[CH:19]=[CH:18]2)#[N:26]. (4) The product is: [CH2:45]1[C:42]2([CH2:46][N:40]([C:37]3[CH:38]=[CH:39][C:34]([C:13]4[C:12]5[C:16](=[CH:17][CH:18]=[C:10]([C:8]([NH:7][C@@H:6]([CH:1]6[CH2:5][CH2:4][CH2:3][CH2:2]6)[C:20]6[CH:25]=[CH:24][CH:23]=[CH:22][N:21]=6)=[O:9])[CH:11]=5)[NH:15][N:14]=4)=[CH:35][CH:36]=3)[CH2:41]2)[CH2:43][O:44]1. Given the reactants [CH:1]1([C@@H:6]([C:20]2[CH:25]=[CH:24][CH:23]=[CH:22][N:21]=2)[NH:7][C:8]([C:10]2[CH:11]=[C:12]3[C:16](=[CH:17][CH:18]=2)[NH:15][N:14]=[C:13]3I)=[O:9])[CH2:5][CH2:4][CH2:3][CH2:2]1.CC1(C)C(C)(C)OB([C:34]2[CH:39]=[CH:38][C:37]([N:40]3[CH2:46][C:42]4([CH2:45][O:44][CH2:43]4)[CH2:41]3)=[CH:36][CH:35]=2)O1.C([O-])([O-])=O.[Na+].[Na+], predict the reaction product. (5) Given the reactants Cl[C:2]1[CH:3]=[C:4]2[C:9](=[CH:10][CH:11]=1)[C:8]([CH3:13])([CH3:12])[C:7](=[O:14])[C:6]([C:15]([NH:17][CH2:18][C:19]([O:21][C:22]([CH3:25])([CH3:24])[CH3:23])=[O:20])=[O:16])=[C:5]2[OH:26].[C:27]1([CH3:36])[CH:32]=[CH:31][CH:30]=[CH:29][C:28]=1B(O)O.C([O-])([O-])=O.[K+].[K+].O.CC(C1C=C(C(C)C)C(C2C=CC=CC=2P(C2CCCCC2)C2CCCCC2)=C(C(C)C)C=1)C, predict the reaction product. The product is: [CH3:36][C:27]1[CH:32]=[CH:31][CH:30]=[CH:29][C:28]=1[C:2]1[CH:3]=[C:4]2[C:9](=[CH:10][CH:11]=1)[C:8]([CH3:13])([CH3:12])[C:7](=[O:14])[C:6]([C:15]([NH:17][CH2:18][C:19]([O:21][C:22]([CH3:24])([CH3:25])[CH3:23])=[O:20])=[O:16])=[C:5]2[OH:26]. (6) Given the reactants N1CCC(NC2OC3C=CC(OCCCN4C=CN=N4)=CC=3N=2)CC1.C(OC([N:33]1[CH2:38][CH2:37][CH:36]([NH:39][C:40]2[O:41][C:42]3[CH:48]=[CH:47][C:46]([O:49][CH2:50][CH2:51][CH2:52][N:53]4[CH:57]=[N:56][CH:55]=[N:54]4)=[CH:45][C:43]=3[N:44]=2)[CH2:35][CH2:34]1)=O)(C)(C)C.Cl.O1CCOCC1.[CH2:65]([O:67][C:68]1[CH:69]=[C:70]([CH:73]=[C:74]([O:77][CH2:78][CH3:79])[C:75]=1[F:76])[CH:71]=O)[CH3:66].C([BH3-])#N.[Na+].C(N(C(C)C)C(C)C)C, predict the reaction product. The product is: [CH2:65]([O:67][C:68]1[CH:69]=[C:70]([CH:73]=[C:74]([O:77][CH2:78][CH3:79])[C:75]=1[F:76])[CH2:71][N:33]1[CH2:38][CH2:37][CH:36]([NH:39][C:40]2[O:41][C:42]3[CH:48]=[CH:47][C:46]([O:49][CH2:50][CH2:51][CH2:52][N:53]4[CH:57]=[N:56][CH:55]=[N:54]4)=[CH:45][C:43]=3[N:44]=2)[CH2:35][CH2:34]1)[CH3:66]. (7) Given the reactants Cl[C:2]1[N:7]=[CH:6][C:5]2[O:8][C:9]3[C:14]([C@@:15]4([CH2:19][O:18][C:17]([NH2:20])=[N:16]4)[C:4]=2[CH:3]=1)=[CH:13][C:12]([C:21]1[CH:22]=[N:23][CH:24]=[CH:25][CH:26]=1)=[CH:11][CH:10]=3, predict the reaction product. The product is: [N:23]1[CH:24]=[CH:25][CH:26]=[C:21]([C:12]2[CH:13]=[C:14]3[C@@:15]4([CH2:19][O:18][C:17]([NH2:20])=[N:16]4)[C:4]4[CH:3]=[CH:2][N:7]=[CH:6][C:5]=4[O:8][C:9]3=[CH:10][CH:11]=2)[CH:22]=1. (8) Given the reactants Br[C:2]1[C:11]2[C:6](=[CH:7][C:8]([CH2:14][CH3:15])=[C:9]([O:12][CH3:13])[CH:10]=2)[N:5]=[N:4][CH:3]=1.[CH2:16]([N:23]1[CH:27]=[C:26](B(O)O)[CH:25]=[N:24]1)[C:17]1[CH:22]=[CH:21][CH:20]=[CH:19][CH:18]=1.C(=O)([O-])[O-].[Na+].[Na+].COCCOC.O.C(O)C, predict the reaction product. The product is: [CH2:16]([N:23]1[CH:27]=[C:26]([C:2]2[C:11]3[C:6](=[CH:7][C:8]([CH2:14][CH3:15])=[C:9]([O:12][CH3:13])[CH:10]=3)[N:5]=[N:4][CH:3]=2)[CH:25]=[N:24]1)[C:17]1[CH:22]=[CH:21][CH:20]=[CH:19][CH:18]=1. (9) Given the reactants [Cl:1][CH2:2][C:3](Cl)=[O:4].[NH:6]1[C:14]2[C:9](=[CH:10][CH:11]=[CH:12][CH:13]=2)[CH2:8][CH2:7]1.C(N(CC)CC)C, predict the reaction product. The product is: [Cl:1][CH2:2][C:3]([N:6]1[C:14]2[C:9](=[CH:10][CH:11]=[CH:12][CH:13]=2)[CH2:8][CH2:7]1)=[O:4].